Dataset: Full USPTO retrosynthesis dataset with 1.9M reactions from patents (1976-2016). Task: Predict the reactants needed to synthesize the given product. (1) Given the product [CH:12]([O:15][C:16]1[CH:21]=[CH:20][C:19]([C:22]([N:24]2[CH2:41][CH2:40][C:27]3([O:28][C:29]4[CH:39]=[CH:38][CH:37]=[CH:36][C:30]=4[N:31]4[C:9]([S:10][CH3:11])=[CH:34][CH:33]=[C:32]34)[CH2:26][CH2:25]2)=[O:23])=[CH:18][C:17]=1[CH3:42])([CH3:14])[CH3:13], predict the reactants needed to synthesize it. The reactants are: ClN1C(=O)CCC1=O.[CH3:9][S:10][CH3:11].[CH:12]([O:15][C:16]1[CH:21]=[CH:20][C:19]([C:22]([N:24]2[CH2:41][CH2:40][C:27]3([C:32]4=[CH:33][CH:34]=C[N:31]4[C:30]4[CH:36]=[CH:37][CH:38]=[CH:39][C:29]=4[O:28]3)[CH2:26][CH2:25]2)=[O:23])=[CH:18][C:17]=1[CH3:42])([CH3:14])[CH3:13]. (2) The reactants are: [C:1]1([NH:7][CH2:8][CH2:9][OH:10])[CH:6]=[CH:5][CH:4]=[CH:3][CH:2]=1.C(N(C(C)C)CC)(C)C.[Si:20](Cl)([C:23]([CH3:26])([CH3:25])[CH3:24])([CH3:22])[CH3:21].O. Given the product [Si:20]([O:10][CH2:9][CH2:8][NH:7][C:1]1[CH:6]=[CH:5][CH:4]=[CH:3][CH:2]=1)([C:23]([CH3:26])([CH3:25])[CH3:24])([CH3:22])[CH3:21], predict the reactants needed to synthesize it. (3) Given the product [CH:1]1([N:5]2[CH2:11][CH2:10][C:9]3[CH:12]=[CH:13][C:14]([O:16][C:17]4[CH:22]=[CH:21][C:20]([C:29]5[C:25]([CH3:24])=[N:26][O:27][C:28]=5[CH3:35])=[CH:19][N:18]=4)=[CH:15][C:8]=3[CH2:7][CH2:6]2)[CH2:4][CH2:3][CH2:2]1, predict the reactants needed to synthesize it. The reactants are: [CH:1]1([N:5]2[CH2:11][CH2:10][C:9]3[CH:12]=[CH:13][C:14]([O:16][C:17]4[CH:22]=[CH:21][C:20](I)=[CH:19][N:18]=4)=[CH:15][C:8]=3[CH2:7][CH2:6]2)[CH2:4][CH2:3][CH2:2]1.[CH3:24][C:25]1[C:29](C(B(O)O)=O)=[C:28]([CH3:35])[O:27][N:26]=1. (4) Given the product [CH3:2][C:3]1[CH:8]=[C:7]([CH3:9])[CH:6]=[CH:5][C:4]=1[CH:10]([C:12]1[CH:17]=[CH:16][CH:15]=[CH:14][N:13]=1)[NH:11][C:34](=[O:35])[CH2:33][C:30]1[CH:29]=[CH:28][C:27]([O:26][CH2:25][C:24]2[C:19]([CH3:18])=[N:20][CH:21]=[CH:22][CH:23]=2)=[CH:32][CH:31]=1, predict the reactants needed to synthesize it. The reactants are: Cl.[CH3:2][C:3]1[CH:8]=[C:7]([CH3:9])[CH:6]=[CH:5][C:4]=1[CH:10]([C:12]1[CH:17]=[CH:16][CH:15]=[CH:14][N:13]=1)[NH2:11].[CH3:18][C:19]1[C:24]([CH2:25][O:26][C:27]2[CH:32]=[CH:31][C:30]([CH2:33][C:34](O)=[O:35])=[CH:29][CH:28]=2)=[CH:23][CH:22]=[CH:21][N:20]=1.C(Cl)CCl.C1C=CC2N(O)N=NC=2C=1.CCN(C(C)C)C(C)C. (5) Given the product [C:12]([N:19]1[CH2:24][CH2:23][N:22]([C:25]2[CH:30]=[CH:29][CH:28]=[CH:27][C:26]=2[CH2:31][C:6]2[N:2]([CH3:1])[N:3]=[CH:7][N:5]=2)[CH2:21][CH2:20]1)([O:14][C:15]([CH3:18])([CH3:17])[CH3:16])=[O:13], predict the reactants needed to synthesize it. The reactants are: [CH3:1][N:2]1[CH:6]=[N:5]N=[N:3]1.[CH2:7]([Li])CCC.[C:12]([N:19]1[CH2:24][CH2:23][N:22]([C:25]2[CH:30]=[CH:29][CH:28]=[CH:27][C:26]=2[CH:31]=O)[CH2:21][CH2:20]1)([O:14][C:15]([CH3:18])([CH3:17])[CH3:16])=[O:13]. (6) Given the product [OH:28][C:15]1([C:12]2[S:13][CH:14]=[C:10]([CH2:9][OH:8])[N:11]=2)[CH2:16][CH2:17][N:18]([C:21]([O:23][C:24]([CH3:25])([CH3:26])[CH3:27])=[O:22])[CH2:19][CH2:20]1, predict the reactants needed to synthesize it. The reactants are: [Si]([O:8][CH2:9][C:10]1[N:11]=[C:12]([C:15]2([OH:28])[CH2:20][CH2:19][N:18]([C:21]([O:23][C:24]([CH3:27])([CH3:26])[CH3:25])=[O:22])[CH2:17][CH2:16]2)[S:13][CH:14]=1)(C(C)(C)C)(C)C.F.F.F.C(N(CC)CC)C. (7) Given the product [Cl:30][C:10]1[C:9]2[C:14](=[CH:15][CH:16]=[C:7]([C:71]([C:70]3[N:66]([CH3:65])[N:67]=[N:68][CH:69]=3)([C:73]3[N:77]([CH3:78])[N:76]=[N:75][CH:74]=3)[OH:72])[CH:8]=2)[N:13]=[C:12]([O:17][CH3:18])[C:11]=1[CH2:19][C:20]1[CH:25]=[CH:24][C:23]([C:26]([F:29])([F:28])[F:27])=[CH:22][CH:21]=1, predict the reactants needed to synthesize it. The reactants are: [Li]CCCC.Br[C:7]1[CH:8]=[C:9]2[C:14](=[CH:15][CH:16]=1)[N:13]=[C:12]([O:17][CH3:18])[C:11]([CH2:19][C:20]1[CH:25]=[CH:24][C:23]([C:26]([F:29])([F:28])[F:27])=[CH:22][CH:21]=1)=[C:10]2[Cl:30].ClC1C2C(=CC=C(C(C3C(C)=NC(C)=CC=3)O)C=2)N=C(OC)C=1CC1C=CC(C(F)(F)F)=CC=1.[CH3:65][N:66]1[C:70]([C:71]([C:73]2[N:77]([CH3:78])[N:76]=[N:75][CH:74]=2)=[O:72])=[CH:69][N:68]=[N:67]1.C(=O)=O.CC(C)=O. (8) Given the product [Br:1][C:2]1[CH:7]=[CH:6][CH:5]=[C:4]2[C:3]=1[CH2:9][N:10]([CH3:11])[C:23](=[O:29])[NH:8]2, predict the reactants needed to synthesize it. The reactants are: [Br:1][C:2]1[C:3]([CH2:9][NH:10][CH3:11])=[C:4]([NH2:8])[CH:5]=[CH:6][CH:7]=1.CCN(CC)CC.ClC(Cl)(O[C:23](=[O:29])OC(Cl)(Cl)Cl)Cl. (9) Given the product [NH2:4][C:3]1[C:2]([CH3:1])=[CH:8][CH:7]=[CH:6][C:5]=1[S:10]([NH2:13])(=[O:12])=[O:11], predict the reactants needed to synthesize it. The reactants are: [CH3:1][C:2]1[CH:8]=[CH:7][CH:6]=[CH:5][C:3]=1[NH2:4].Cl[S:10]([N:13]=C=O)(=[O:12])=[O:11].[Cl-].[Al+3].[Cl-].[Cl-].